The task is: Regression. Given two drug SMILES strings and cell line genomic features, predict the synergy score measuring deviation from expected non-interaction effect.. This data is from NCI-60 drug combinations with 297,098 pairs across 59 cell lines. (1) Drug 1: C1=CC(=CC=C1C#N)C(C2=CC=C(C=C2)C#N)N3C=NC=N3. Drug 2: CC1CCC2CC(C(=CC=CC=CC(CC(C(=O)C(C(C(=CC(C(=O)CC(OC(=O)C3CCCCN3C(=O)C(=O)C1(O2)O)C(C)CC4CCC(C(C4)OC)O)C)C)O)OC)C)C)C)OC. Cell line: KM12. Synergy scores: CSS=-4.80, Synergy_ZIP=2.71, Synergy_Bliss=2.90, Synergy_Loewe=-4.88, Synergy_HSA=-6.14. (2) Drug 1: C1CNP(=O)(OC1)N(CCCl)CCCl. Drug 2: CC1C(C(CC(O1)OC2CC(CC3=C2C(=C4C(=C3O)C(=O)C5=CC=CC=C5C4=O)O)(C(=O)C)O)N)O. Cell line: OVCAR3. Synergy scores: CSS=25.0, Synergy_ZIP=2.57, Synergy_Bliss=3.44, Synergy_Loewe=-68.6, Synergy_HSA=-3.03. (3) Drug 1: C1=CC(=CC=C1CCC2=CNC3=C2C(=O)NC(=N3)N)C(=O)NC(CCC(=O)O)C(=O)O. Drug 2: C1=CC(=CC=C1CCCC(=O)O)N(CCCl)CCCl. Cell line: SK-MEL-2. Synergy scores: CSS=6.60, Synergy_ZIP=-4.79, Synergy_Bliss=-5.12, Synergy_Loewe=-35.7, Synergy_HSA=-3.12.